From a dataset of Catalyst prediction with 721,799 reactions and 888 catalyst types from USPTO. Predict which catalyst facilitates the given reaction. (1) Reactant: [OH:1][C@@H:2]([C@@H:9]([CH2:16]/[CH:17]=[CH:18]/[C:19]1[CH:24]=[CH:23][C:22]([O:25][C:26]([F:29])([F:28])[F:27])=[CH:21][CH:20]=1)[C:10]([O:12][CH:13]([CH3:15])[CH3:14])=[O:11])[C:3]([O:5][CH:6]([CH3:8])[CH3:7])=[O:4].[H][H]. Product: [OH:1][C@@H:2]([C@@H:9]([CH2:16][CH2:17][CH2:18][C:19]1[CH:24]=[CH:23][C:22]([O:25][C:26]([F:27])([F:28])[F:29])=[CH:21][CH:20]=1)[C:10]([O:12][CH:13]([CH3:15])[CH3:14])=[O:11])[C:3]([O:5][CH:6]([CH3:8])[CH3:7])=[O:4]. The catalyst class is: 19. (2) Reactant: Cl.C1(C[N:9]([C:13]2[NH:14][C:15]3[C:16]([N:32]=2)=[N:17][CH:18]=[C:19]([C:21]2[CH:22]=[CH:23][C:24]4[O:30][CH2:29][CH2:28][NH:27][CH2:26][C:25]=4[CH:31]=2)[CH:20]=3)C(=O)O)C=CC=CC=1.Cl[C:34]1[C:39]([CH:40]([CH3:42])[CH3:41])=[C:38]([CH3:43])[N:37]=[C:36]([NH2:44])[N:35]=1.C(N(C(C)C)CC)(C)C. Product: [NH2:44][C:36]1[N:35]=[C:34]([N:27]2[CH2:26][C:25]3[CH:31]=[C:21]([C:19]4[CH:20]=[C:15]5[N:14]=[C:13]([NH2:9])[NH:32][C:16]5=[N:17][CH:18]=4)[CH:22]=[CH:23][C:24]=3[O:30][CH2:29][CH2:28]2)[C:39]([CH:40]([CH3:42])[CH3:41])=[C:38]([CH3:43])[N:37]=1. The catalyst class is: 179. (3) Reactant: [CH3:1][N:2]([C:19]1[CH:20]=[N:21][CH:22]=[CH:23][C:24]=1[N:25]1[CH2:30][CH2:29][CH2:28][CH2:27][CH:26]1[CH3:31])C(=O)C1C=C(C(F)(F)F)C=C(C(F)(F)F)C=1.[C:32]([OH:38])([C:34]([F:37])([F:36])[F:35])=[O:33]. Product: [OH:38][C:32]([C:34]([F:37])([F:36])[F:35])=[O:33].[CH3:1][NH:2][C:19]1[CH:20]=[N:21][CH:22]=[CH:23][C:24]=1[N:25]1[CH2:30][CH2:29][CH2:28][CH2:27][CH:26]1[CH3:31]. The catalyst class is: 2. (4) Reactant: C([Li])CCC.[CH3:6][C:7]1[N:8]=[CH:9][S:10][C:11]=1[CH3:12].CN([CH:16]=[O:17])C. Product: [CH3:6][C:7]1[N:8]=[C:9]([CH:16]=[O:17])[S:10][C:11]=1[CH3:12]. The catalyst class is: 1. (5) Reactant: [CH3:1][O:2][C:3]([C:5]1[C:13]2[S:12][C:11]([NH2:14])=[N:10][C:9]=2[CH:8]=[C:7]([C:15]2[CH:16]=[N:17][CH:18]=[CH:19][CH:20]=2)[CH:6]=1)=[O:4].[CH2:21]([N:23]=[C:24]=[O:25])[CH3:22]. Product: [CH3:1][O:2][C:3]([C:5]1[C:13]2[S:12][C:11]([NH:14][C:24]([NH:23][CH2:21][CH3:22])=[O:25])=[N:10][C:9]=2[CH:8]=[C:7]([C:15]2[CH:16]=[N:17][CH:18]=[CH:19][CH:20]=2)[CH:6]=1)=[O:4]. The catalyst class is: 12. (6) Reactant: [H-].[Na+].[CH2:3]([O:10][CH2:11][C:12]1([OH:25])[CH2:17][CH2:16][N:15]([C:18]([O:20][C:21]([CH3:24])([CH3:23])[CH3:22])=[O:19])[CH2:14][CH2:13]1)[C:4]1[CH:9]=[CH:8][CH:7]=[CH:6][CH:5]=1.[CH3:26]I.[Cl-].[NH4+]. Product: [CH2:3]([O:10][CH2:11][C:12]1([O:25][CH3:26])[CH2:17][CH2:16][N:15]([C:18]([O:20][C:21]([CH3:22])([CH3:24])[CH3:23])=[O:19])[CH2:14][CH2:13]1)[C:4]1[CH:9]=[CH:8][CH:7]=[CH:6][CH:5]=1. The catalyst class is: 329. (7) Reactant: [F:1][C:2]1[C:11]2[O:10][CH2:9][CH:8]([CH2:12]OS(C3C=CC(C)=CC=3)(=O)=O)[O:7][C:6]=2[CH:5]=[C:4]([S:24]([CH3:27])(=[O:26])=[O:25])[CH:3]=1.[CH2:28]([NH2:32])[CH2:29][CH2:30][CH3:31]. Product: [F:1][C:2]1[C:11]2[O:10][CH2:9][CH:8]([CH2:12][NH:32][CH2:28][CH2:29][CH2:30][CH3:31])[O:7][C:6]=2[CH:5]=[C:4]([S:24]([CH3:27])(=[O:25])=[O:26])[CH:3]=1. The catalyst class is: 10. (8) Reactant: [N+:1]([C:4]1[CH:10]=[C:9]([C:11]([CH3:14])([CH3:13])[CH3:12])[CH:8]=[CH:7][C:5]=1[NH2:6])([O-:3])=[O:2].CC(O)=O.[CH2:19]([CH2:23][C:24](=O)[CH3:25])[C:20]([CH3:22])=O. Product: [C:11]([C:9]1[CH:8]=[CH:7][C:5]([N:6]2[C:24]([CH3:25])=[CH:23][CH:19]=[C:20]2[CH3:22])=[C:4]([N+:1]([O-:3])=[O:2])[CH:10]=1)([CH3:14])([CH3:13])[CH3:12]. The catalyst class is: 244.